Dataset: Full USPTO retrosynthesis dataset with 1.9M reactions from patents (1976-2016). Task: Predict the reactants needed to synthesize the given product. Given the product [Br:17][C:15]1[CH:14]=[C:13]([C:18]#[N:19])[CH:12]=[C:11]2[C:16]=1[NH:8][C:9]([CH:20]=[O:21])=[CH:10]2, predict the reactants needed to synthesize it. The reactants are: C(OC([N:8]1[C:16]2[C:11](=[CH:12][C:13]([C:18]#[N:19])=[CH:14][C:15]=2[Br:17])[CH:10]=[C:9]1[CH:20](OCC)[O:21]CC)=O)(C)(C)C.Cl.C(=O)([O-])[O-].[Na+].[Na+].